The task is: Predict the product of the given reaction.. This data is from Forward reaction prediction with 1.9M reactions from USPTO patents (1976-2016). (1) The product is: [Cl:1][C:2]1[CH:7]=[CH:6][C:5]([S:8]([N:11]([CH2:19][C:20]2[CH:21]=[CH:22][C:23]([C:24]([OH:26])=[O:25])=[CH:28][CH:29]=2)[C@H:12]2[CH2:17][CH2:16][CH2:15][CH2:14][C@@H:13]2[OH:18])(=[O:10])=[O:9])=[CH:4][CH:3]=1. Given the reactants [Cl:1][C:2]1[CH:7]=[CH:6][C:5]([S:8]([N:11]([CH2:19][C:20]2[CH:29]=[CH:28][C:23]([C:24]([O:26]C)=[O:25])=[CH:22][CH:21]=2)[CH:12]2[CH2:17][CH2:16][CH2:15][CH2:14][CH:13]2[OH:18])(=[O:10])=[O:9])=[CH:4][CH:3]=1.O.[OH-].[Li+].Cl, predict the reaction product. (2) Given the reactants [Cl:1][C:2]1[CH:7]=[C:6](I)[C:5]([Cl:9])=[CH:4][N:3]=1.[NH2:10][C:11]1[CH:12]=[CH:13][CH:14]=[C:15]2[C:19]=1[C:18](=[O:20])[N:17]([CH3:21])[CH2:16]2.C(=O)([O-])[O-].[Cs+].[Cs+], predict the reaction product. The product is: [Cl:1][C:2]1[CH:7]=[C:6]([NH:10][C:11]2[CH:12]=[CH:13][CH:14]=[C:15]3[C:19]=2[C:18](=[O:20])[N:17]([CH3:21])[CH2:16]3)[C:5]([Cl:9])=[CH:4][N:3]=1. (3) Given the reactants [NH2:1][C:2]1[N:3]=[C:4]2[CH:9]=[CH:8][C:7]([O:10][C:11]3[CH:12]=[C:13]([NH:17][C:18](=[O:30])[C:19]4[CH:24]=[CH:23][CH:22]=[C:21]([C:25]5([C:28]#[N:29])[CH2:27][CH2:26]5)[CH:20]=4)[CH:14]=[CH:15][CH:16]=3)=[N:6][N:5]2[CH:31]=1.[C:32]([O:36][C:37]([N:39]1[CH2:43][CH2:42][CH:41]([C:44](O)=[O:45])[CH2:40]1)=[O:38])([CH3:35])([CH3:34])[CH3:33].Cl.CN(C)CCCN=C=NCC.ON1C2C=CC=CC=2N=N1.[Cl-].[NH4+], predict the reaction product. The product is: [C:28]([C:25]1([C:21]2[CH:20]=[C:19]([CH:24]=[CH:23][CH:22]=2)[C:18]([NH:17][C:13]2[CH:12]=[C:11]([CH:16]=[CH:15][CH:14]=2)[O:10][C:7]2[CH:8]=[CH:9][C:4]3[N:5]([CH:31]=[C:2]([NH:1][C:44]([CH:41]4[CH2:42][CH2:43][N:39]([C:37]([O:36][C:32]([CH3:35])([CH3:34])[CH3:33])=[O:38])[CH2:40]4)=[O:45])[N:3]=3)[N:6]=2)=[O:30])[CH2:27][CH2:26]1)#[N:29]. (4) Given the reactants [C:1]([O:5][C:6]([N:8]1[C:16]2[C:11](=[CH:12][CH:13]=[CH:14][C:15]=2[C:17](O)=[O:18])[CH2:10][CH2:9]1)=[O:7])([CH3:4])([CH3:3])[CH3:2].CN(C(ON1N=NC2C=CC=NC1=2)=[N+](C)C)C.F[P-](F)(F)(F)(F)F.[Cl-].[CH3:45][O:46][C:47]([C:49]1[CH:54]=[CH:53][C:52]([C@@H:55]([NH3+:57])[CH3:56])=[CH:51][CH:50]=1)=[O:48].CCN(C(C)C)C(C)C, predict the reaction product. The product is: [CH3:45][O:46][C:47]([C:49]1[CH:54]=[CH:53][C:52]([C@@H:55]([NH:57][C:17]([C:15]2[CH:14]=[CH:13][CH:12]=[C:11]3[C:16]=2[N:8]([C:6]([O:5][C:1]([CH3:4])([CH3:3])[CH3:2])=[O:7])[CH2:9][CH2:10]3)=[O:18])[CH3:56])=[CH:51][CH:50]=1)=[O:48].